Dataset: CYP2C9 inhibition data for predicting drug metabolism from PubChem BioAssay. Task: Regression/Classification. Given a drug SMILES string, predict its absorption, distribution, metabolism, or excretion properties. Task type varies by dataset: regression for continuous measurements (e.g., permeability, clearance, half-life) or binary classification for categorical outcomes (e.g., BBB penetration, CYP inhibition). Dataset: cyp2c9_veith. (1) The result is 0 (non-inhibitor). The compound is Cc1cc(C)c2c(=O)[nH]c(SCC(=O)N(C)C)nc2n1. (2) The molecule is O=C(N/N=C1/C[C@@H](O)[C@@H](O)[C@H]2[C@@H]1CC[C@@H]1C(=O)N(c3cccc(Oc4ccccc4)c3)C(=O)[C@H]12)OCc1ccccc1. The result is 0 (non-inhibitor). (3) The molecule is CCOC(=O)N/N=C/c1ccc(F)cc1. The result is 0 (non-inhibitor). (4) The drug is O=C(O)c1cccc(N=Nc2c(S(=O)(=O)O)ccc3c2C(=O)c2ccccc2C3=O)c1O. The result is 1 (inhibitor). (5) The molecule is CCN(CCCCOC(=O)c1ccc(OC)c(OC)c1)[C@@H](C)Cc1ccc(OC)cc1. The result is 0 (non-inhibitor). (6) The drug is Cc1noc(C)c1-c1nc(NC2CCNCC2)c2ccccc2n1. The result is 0 (non-inhibitor).